Predict which catalyst facilitates the given reaction. From a dataset of Catalyst prediction with 721,799 reactions and 888 catalyst types from USPTO. (1) Reactant: [Cl:1][C:2]1[N:7]=[C:6](Cl)[C:5]([CH:9]=O)=[C:4](Cl)[N:3]=1.[NH2:12][NH2:13].C(N(CC)CC)C.Cl.[CH:22]12[O:29][CH:26]([CH2:27][CH2:28]1)[CH2:25][NH:24][CH2:23]2. Product: [Cl:1][C:2]1[N:3]=[C:4]2[NH:12][N:13]=[CH:9][C:5]2=[C:6]([N:24]2[CH2:23][CH:22]3[O:29][CH:26]([CH2:27][CH2:28]3)[CH2:25]2)[N:7]=1. The catalyst class is: 429. (2) Reactant: [Br-].[F:2][C:3]1[CH:4]=[C:5]([CH:17]=[C:18]([F:20])[CH:19]=1)[CH2:6][P+](OCC)(OCC)OCC.[H-].[Na+].[C:23]([N:30]1[CH2:35][CH2:34][C:33](=O)[CH2:32][CH2:31]1)([O:25][C:26]([CH3:29])([CH3:28])[CH3:27])=[O:24]. Product: [F:20][C:18]1[CH:17]=[C:5]([CH:4]=[C:3]([F:2])[CH:19]=1)[CH:6]=[C:33]1[CH2:34][CH2:35][N:30]([C:23]([O:25][C:26]([CH3:29])([CH3:28])[CH3:27])=[O:24])[CH2:31][CH2:32]1. The catalyst class is: 1. (3) Reactant: [NH2:1][C:2]1[N:7]=[C:6]([CH2:8][CH2:9][CH:10]2[CH2:15][CH2:14][N:13]([C:16]([O:18][C:19]([CH3:22])([CH3:21])[CH3:20])=[O:17])[CH2:12][CH2:11]2)[CH:5]=[CH:4][CH:3]=1.[C:23]([N:28]=[C:29]=[S:30])(=[O:27])[O:24][CH2:25][CH3:26]. Product: [CH2:25]([O:24][C:23]([NH:28][C:29](=[S:30])[NH:1][C:2]1[N:7]=[C:6]([CH2:8][CH2:9][CH:10]2[CH2:15][CH2:14][N:13]([C:16]([O:18][C:19]([CH3:22])([CH3:21])[CH3:20])=[O:17])[CH2:12][CH2:11]2)[CH:5]=[CH:4][CH:3]=1)=[O:27])[CH3:26]. The catalyst class is: 12. (4) Reactant: [F:1][C:2]1[C:11]([F:12])=[C:10]2[C:5]([N:6]=[CH:7][C:8](=[O:29])[N:9]2[CH2:13][CH2:14][N:15]2[CH2:20][CH2:19][CH:18]([NH:21]C(=O)OC(C)(C)C)[CH2:17][CH2:16]2)=[CH:4][CH:3]=1.FC(F)(F)C(O)=O.NC1CCN(CCN2C3C(=CC=C(F)C=3)N=CC2=O)CC1. Product: [NH2:21][CH:18]1[CH2:19][CH2:20][N:15]([CH2:14][CH2:13][N:9]2[C:10]3[C:5](=[CH:4][CH:3]=[C:2]([F:1])[C:11]=3[F:12])[N:6]=[CH:7][C:8]2=[O:29])[CH2:16][CH2:17]1. The catalyst class is: 4. (5) Reactant: [Cl:1][C:2]1[CH:3]=[CH:4][C:5]([NH:12][C:13]2[CH:14]=[C:15]3[C:19](=[CH:20][CH:21]=2)[N:18]([CH2:22][C:23]2[CH:28]=[CH:27][CH:26]=[C:25]([O:29][CH2:30][C:31]4[CH:36]=[CH:35][CH:34]=[CH:33][N:32]=4)[CH:24]=2)[CH:17]=[CH:16]3)=[C:6]([CH:11]=1)[C:7]([O:9]C)=[O:8].[OH-].[Na+].O.Cl. Product: [Cl:1][C:2]1[CH:3]=[CH:4][C:5]([NH:12][C:13]2[CH:14]=[C:15]3[C:19](=[CH:20][CH:21]=2)[N:18]([CH2:22][C:23]2[CH:28]=[CH:27][CH:26]=[C:25]([O:29][CH2:30][C:31]4[CH:36]=[CH:35][CH:34]=[CH:33][N:32]=4)[CH:24]=2)[CH:17]=[CH:16]3)=[C:6]([CH:11]=1)[C:7]([OH:9])=[O:8]. The catalyst class is: 199.